Dataset: Catalyst prediction with 721,799 reactions and 888 catalyst types from USPTO. Task: Predict which catalyst facilitates the given reaction. (1) Reactant: [Cl:1][CH2:2][C:3]1[CH:8]=[CH:7][C:6]([CH2:9][C:10]#[N:11])=[CH:5][CH:4]=1.[NH2:12][C:13]([NH2:15])=[S:14]. Product: [ClH:1].[C:10]([CH2:9][C:6]1[CH:7]=[CH:8][C:3]([CH2:2][S:14][C:13](=[NH:12])[NH2:15])=[CH:4][CH:5]=1)#[N:11]. The catalyst class is: 5. (2) Reactant: C[Mg]Br.CC([N:8]([CH2:12][C:13]1[CH:18]=[CH:17][CH:16]=[C:15]([CH2:19][N:20]2[C:28]3[C:23](=[C:24]([C:29](=[O:31])[CH3:30])[CH:25]=[CH:26][CH:27]=3)[C:22]([NH:32][S:33]([C:36]3[S:37][C:38]([Cl:41])=[CH:39][CH:40]=3)(=[O:35])=[O:34])=[N:21]2)[CH:14]=1)C(=O)[O-])(C)C.O1CCOC[CH2:43]1. Product: [NH2:8][CH2:12][C:13]1[CH:14]=[C:15]([CH2:19][N:20]2[C:28]3[C:23](=[C:24]([C:29]([OH:31])([CH3:30])[CH3:43])[CH:25]=[CH:26][CH:27]=3)[C:22]([NH:32][S:33]([C:36]3[S:37][C:38]([Cl:41])=[CH:39][CH:40]=3)(=[O:35])=[O:34])=[N:21]2)[CH:16]=[CH:17][CH:18]=1. The catalyst class is: 295.